The task is: Regression. Given a peptide amino acid sequence and an MHC pseudo amino acid sequence, predict their binding affinity value. This is MHC class I binding data.. This data is from Peptide-MHC class I binding affinity with 185,985 pairs from IEDB/IMGT. The peptide sequence is QQILQQQLI. The MHC is HLA-A24:02 with pseudo-sequence HLA-A24:02. The binding affinity (normalized) is 0.321.